This data is from Full USPTO retrosynthesis dataset with 1.9M reactions from patents (1976-2016). The task is: Predict the reactants needed to synthesize the given product. Given the product [Cl:27][C:28]1[CH:35]=[CH:34][C:31]([CH2:32][N:24]2[CH2:23][CH2:22][CH:21]([CH2:20][O:19][C:6]3[C:5]([CH:2]4[CH2:4][CH2:3]4)=[CH:17][C:9]([C:10]([NH:12][S:13]([CH3:16])(=[O:14])=[O:15])=[O:11])=[C:8]([F:18])[CH:7]=3)[CH2:26][CH2:25]2)=[C:30]([C:36]([F:37])([F:38])[F:39])[CH:29]=1, predict the reactants needed to synthesize it. The reactants are: Cl.[CH:2]1([C:5]2[C:6]([O:19][CH2:20][CH:21]3[CH2:26][CH2:25][NH:24][CH2:23][CH2:22]3)=[CH:7][C:8]([F:18])=[C:9]([CH:17]=2)[C:10]([NH:12][S:13]([CH3:16])(=[O:15])=[O:14])=[O:11])[CH2:4][CH2:3]1.[Cl:27][C:28]1[CH:35]=[CH:34][C:31]([CH:32]=O)=[C:30]([C:36]([F:39])([F:38])[F:37])[CH:29]=1.